This data is from Peptide-MHC class I binding affinity with 185,985 pairs from IEDB/IMGT. The task is: Regression. Given a peptide amino acid sequence and an MHC pseudo amino acid sequence, predict their binding affinity value. This is MHC class I binding data. (1) The peptide sequence is ASRGLWDSF. The MHC is HLA-A69:01 with pseudo-sequence HLA-A69:01. The binding affinity (normalized) is 0.0847. (2) The peptide sequence is LSARNKLFKR. The MHC is HLA-A68:01 with pseudo-sequence HLA-A68:01. The binding affinity (normalized) is 0.555.